This data is from Forward reaction prediction with 1.9M reactions from USPTO patents (1976-2016). The task is: Predict the product of the given reaction. (1) Given the reactants CCN(C(C)C)C(C)C.[F:10][C:11]([F:28])([F:27])[O:12][C:13]1[CH:14]=[CH:15][CH:16]=[C:17]2[C:22]=1[O:21][C:20](=[O:23])[C:19]([C:24]([OH:26])=O)=[CH:18]2.CN(C(ON1N=NC2C=CC=NC1=2)=[N+](C)C)C.F[P-](F)(F)(F)(F)F.[CH3:53][O:54][C:55]1[CH:60]=[CH:59][C:58]([C:61]2[CH:66]=[CH:65][CH:64]=[C:63]([NH2:67])[CH:62]=2)=[CH:57][C:56]=1[CH3:68], predict the reaction product. The product is: [CH3:53][O:54][C:55]1[CH:60]=[CH:59][C:58]([C:61]2[CH:66]=[CH:65][CH:64]=[C:63]([NH:67][C:24]([C:19]3[C:20](=[O:23])[O:21][C:22]4[C:17]([CH:18]=3)=[CH:16][CH:15]=[CH:14][C:13]=4[O:12][C:11]([F:10])([F:28])[F:27])=[O:26])[CH:62]=2)=[CH:57][C:56]=1[CH3:68]. (2) Given the reactants [Cl:1][C:2]1[CH:7]=[CH:6][C:5]([NH:8][S:9]([CH2:12]Cl)(=[O:11])=[O:10])=[CH:4][CH:3]=1.Cl.[Cl:15][C:16]1[CH:21]=[CH:20][C:19]([C:22]([C:24]2[C:25]([SH:30])=[N:26][CH:27]=[CH:28][CH:29]=2)=O)=[CH:18][CH:17]=1.O(C)[Na], predict the reaction product. The product is: [Cl:1][C:2]1[CH:3]=[CH:4][C:5]([NH:8][S:9]([C:12]2[S:30][C:25]3=[N:26][CH:27]=[CH:28][CH:29]=[C:24]3[C:22]=2[C:19]2[CH:20]=[CH:21][C:16]([Cl:15])=[CH:17][CH:18]=2)(=[O:10])=[O:11])=[CH:6][CH:7]=1. (3) Given the reactants Br[C:2]1[CH:7]=[CH:6][C:5]([CH3:8])=[CH:4][CH:3]=1.C([Li])CCC.[CH3:14][Sn:15](Cl)([CH3:17])[CH3:16].O, predict the reaction product. The product is: [CH3:14][Sn:15]([CH3:17])([CH3:16])[C:2]1[CH:7]=[CH:6][C:5]([CH3:8])=[CH:4][CH:3]=1. (4) Given the reactants C(N(C(C)C)CC)(C)C.C1(O[C:17](=[O:29])[NH:18][C:19]2[CH:24]=[CH:23][CH:22]=[C:21]([S:25]([CH3:28])(=[O:27])=[O:26])[CH:20]=2)C=CC=CC=1.[NH2:30][C:31]1[CH:54]=[CH:53][C:34]([O:35][C:36]2[C:45]3[C:40](=[CH:41][C:42]([O:48][CH2:49][CH2:50][O:51][CH3:52])=[C:43]([C:46]#[N:47])[CH:44]=3)[N:39]=[CH:38][CH:37]=2)=[CH:33][CH:32]=1, predict the reaction product. The product is: [C:46]([C:43]1[CH:44]=[C:45]2[C:40](=[CH:41][C:42]=1[O:48][CH2:49][CH2:50][O:51][CH3:52])[N:39]=[CH:38][CH:37]=[C:36]2[O:35][C:34]1[CH:33]=[CH:32][C:31]([NH:30][C:17]([NH:18][C:19]2[CH:24]=[CH:23][CH:22]=[C:21]([S:25]([CH3:28])(=[O:26])=[O:27])[CH:20]=2)=[O:29])=[CH:54][CH:53]=1)#[N:47]. (5) Given the reactants [Cl:1][C:2]1[C:3]([O:12][CH2:13][CH:14]2[CH2:18][CH2:17][CH2:16][N:15]2C(OC(C)(C)C)=O)=[N:4][CH:5]=[C:6]([C:8]([O:10][CH3:11])=[O:9])[CH:7]=1.C(O)(C(F)(F)F)=O, predict the reaction product. The product is: [Cl:1][C:2]1[C:3]([O:12][CH2:13][CH:14]2[CH2:18][CH2:17][CH2:16][NH:15]2)=[N:4][CH:5]=[C:6]([C:8]([O:10][CH3:11])=[O:9])[CH:7]=1. (6) Given the reactants [H-].[Na+].[F:3][C:4]1[CH:9]=[CH:8][CH:7]=[C:6]([F:10])[C:5]=1[N:11]1[C:16]2[N:17]=[C:18](S(C)(=O)=O)[N:19]=[C:20]([C:21]3[CH:22]=[C:23]([NH:28][C:29](=[O:38])[C:30]4[CH:35]=[CH:34][C:33]([CH3:36])=[C:32]([F:37])[CH:31]=4)[CH:24]=[CH:25][C:26]=3[CH3:27])[C:15]=2[CH2:14][NH:13][C:12]1=[O:43].[CH2:44]([OH:46])[CH3:45], predict the reaction product. The product is: [F:3][C:4]1[CH:9]=[CH:8][CH:7]=[C:6]([F:10])[C:5]=1[N:11]1[C:16]2[N:17]=[C:18]([O:46][CH2:44][CH3:45])[N:19]=[C:20]([C:21]3[CH:22]=[C:23]([NH:28][C:29](=[O:38])[C:30]4[CH:35]=[CH:34][C:33]([CH3:36])=[C:32]([F:37])[CH:31]=4)[CH:24]=[CH:25][C:26]=3[CH3:27])[C:15]=2[CH2:14][NH:13][C:12]1=[O:43]. (7) Given the reactants [N:1]1[N:2]=[C:3]([C:6]2[C:11]3[NH:12][C:13](=O)[C:14]4[C:19]([C:10]=3[CH:9]=[CH:8][CH:7]=2)=[CH:18][N:17]=[CH:16][CH:15]=4)[NH:4][CH:5]=1.P(Cl)(Cl)([Cl:23])=O, predict the reaction product. The product is: [Cl:23][C:13]1[C:14]2[C:19](=[CH:18][N:17]=[CH:16][CH:15]=2)[C:10]2[CH:9]=[CH:8][CH:7]=[C:6]([C:3]3[NH:4][CH:5]=[N:1][N:2]=3)[C:11]=2[N:12]=1. (8) Given the reactants [F:1][C:2]1([F:26])[CH2:8][N:7]([C:9]2[N:13]([CH3:14])[N:12]=[CH:11][C:10]=2[N+:15]([O-:17])=[O:16])[CH2:6][CH2:5][CH:4]([NH:18][C:19](=[O:25])[O:20][C:21]([CH3:24])([CH3:23])[CH3:22])[CH2:3]1.N(C1CCN(C2N(C[CH:43]([F:45])[F:44])N=CC=2[N+]([O-])=O)CC(O)C1)=[N+]=[N-], predict the reaction product. The product is: [F:44][CH:43]([F:45])[CH2:14][N:13]1[C:9]([N:7]2[CH2:8][C:2]([F:1])([F:26])[CH2:3][CH:4]([NH:18][C:19](=[O:25])[O:20][C:21]([CH3:23])([CH3:22])[CH3:24])[CH2:5][CH2:6]2)=[C:10]([N+:15]([O-:17])=[O:16])[CH:11]=[N:12]1. (9) Given the reactants C[O:2][C:3](=[O:33])[CH2:4][CH2:5][C:6]1[O:7][CH:8]=[C:9]([C:11]2[CH:16]=[CH:15][C:14]([NH:17][C:18]3[CH:23]=[C:22]([C:24]4[CH:29]=[C:28]([Cl:30])[CH:27]=[CH:26][C:25]=4[CH3:31])[N:21]=[C:20]([NH2:32])[N:19]=3)=[CH:13][CH:12]=2)[N:10]=1.CO.[OH-].[Na+].[ClH:38], predict the reaction product. The product is: [NH2:32][C:20]1[N:19]=[C:18]([NH:17][C:14]2[CH:13]=[CH:12][C:11]([C:9]3[N:10]=[C:6]([CH2:5][CH2:4][C:3]([OH:33])=[O:2])[O:7][CH:8]=3)=[CH:16][CH:15]=2)[CH:23]=[C:22]([C:24]2[CH:29]=[C:28]([Cl:30])[CH:27]=[CH:26][C:25]=2[CH3:31])[N:21]=1.[ClH:38]. (10) Given the reactants Br[C:2]1[C:7]2=[CH:8][N:9]([C:11]3[C:18]([F:19])=[CH:17][CH:16]=[CH:15][C:12]=3[C:13]#[N:14])[N:10]=[C:6]2[C:5]([F:20])=[CH:4][N:3]=1.[NH2:21][C:22]1[CH:27]=[C:26]([CH3:28])[N:25]=[CH:24][N:23]=1.CC1(C)C2C(=C(P(C3C=CC=CC=3)C3C=CC=CC=3)C=CC=2)OC2C(P(C3C=CC=CC=3)C3C=CC=CC=3)=CC=CC1=2.C(=O)([O-])[O-].[Cs+].[Cs+], predict the reaction product. The product is: [F:19][C:18]1[C:11]([N:9]2[CH:8]=[C:7]3[C:2]([NH:21][C:22]4[CH:27]=[C:26]([CH3:28])[N:25]=[CH:24][N:23]=4)=[N:3][CH:4]=[C:5]([F:20])[C:6]3=[N:10]2)=[C:12]([CH:15]=[CH:16][CH:17]=1)[C:13]#[N:14].